This data is from Reaction yield outcomes from USPTO patents with 853,638 reactions. The task is: Predict the reaction yield, written as a fraction of the theoretical maximum amount of product (1.0 means a 100% yield; for example, 0.34 means a 34% yield). The reactants are [CH2:1]([O:3][C:4]([C:6]1[CH2:10][C:9]([O-:11])=[C:8](C(OC)=O)[C:7]=1[CH3:16])=[O:5])[CH3:2].[Na+].CC(O)=O.[I-].[Na+]. The catalyst is COCCOCCOC. The product is [CH3:16][C:7]1[CH:6]([C:4]([O:3][CH2:1][CH3:2])=[O:5])[CH2:10][C:9](=[O:11])[CH:8]=1. The yield is 0.570.